Task: Predict which catalyst facilitates the given reaction.. Dataset: Catalyst prediction with 721,799 reactions and 888 catalyst types from USPTO (1) Reactant: Cl[C@H:2]([CH3:7])[C:3]([O:5][CH3:6])=[O:4].[Cl:8][C:9]1[CH:14]=[CH:13][C:12]([C:15]2[CH:20]=[CH:19][CH:18]=[CH:17][C:16]=2[OH:21])=[CH:11][C:10]=1[C:22]([NH:24][CH2:25][C:26]12[CH2:35][CH:30]3[CH2:31][CH:32]([CH2:34][CH:28]([CH2:29]3)[CH2:27]1)[CH2:33]2)=[O:23].C(=O)([O-])[O-].[K+].[K+]. Product: [Cl:8][C:9]1[CH:14]=[CH:13][C:12]([C:15]2[CH:20]=[CH:19][CH:18]=[CH:17][C:16]=2[O:21][C@@H:2]([CH3:7])[C:3]([O:5][CH3:6])=[O:4])=[CH:11][C:10]=1[C:22]([NH:24][CH2:25][C:26]12[CH2:35][CH:30]3[CH2:31][CH:32]([CH2:34][CH:28]([CH2:29]3)[CH2:27]1)[CH2:33]2)=[O:23]. The catalyst class is: 21. (2) Reactant: [C:1]1([OH:7])[CH:6]=[CH:5][CH:4]=[CH:3][CH:2]=1.Br[CH2:9][C:10]1[C:23]([N+:24]([O-:26])=[O:25])=[CH:22][C:13]([O:14][CH2:15][CH2:16][CH2:17][C:18]([O:20][CH3:21])=[O:19])=[C:12]([O:27][CH3:28])[CH:11]=1. Product: [CH3:28][O:27][C:12]1[CH:11]=[C:10]([CH2:9][O:7][C:1]2[CH:6]=[CH:5][CH:4]=[CH:3][CH:2]=2)[C:23]([N+:24]([O-:26])=[O:25])=[CH:22][C:13]=1[O:14][CH2:15][CH2:16][CH2:17][C:18]([O:20][CH3:21])=[O:19]. The catalyst class is: 5. (3) Reactant: FC(F)(F)C(O)=O.[N:8]1([C:14]2[N:19]3[N:20]=[C:21]([C:23]4[CH:28]=[CH:27][CH:26]=[CH:25][CH:24]=4)[CH:22]=[C:18]3[N:17]=[C:16]([NH:29][NH2:30])[CH:15]=2)[CH2:13][CH2:12][O:11][CH2:10][CH2:9]1.[OH:31][C:32]1[CH:39]=[CH:38][C:35]([CH:36]=O)=[CH:34][CH:33]=1. Product: [OH:31][C:32]1[CH:39]=[CH:38][C:35]([CH:36]=[N:30][NH:29][C:16]2[CH:15]=[C:14]([N:8]3[CH2:13][CH2:12][O:11][CH2:10][CH2:9]3)[N:19]3[N:20]=[C:21]([C:23]4[CH:28]=[CH:27][CH:26]=[CH:25][CH:24]=4)[CH:22]=[C:18]3[N:17]=2)=[CH:34][CH:33]=1. The catalyst class is: 8. (4) The catalyst class is: 24. Reactant: C[O:2][C:3](=[O:35])[C@H:4]([C@H:13]1[CH2:18][CH2:17][C@H:16]([NH:19][C:20](=[O:34])[CH2:21][N:22]([C:24]([O:26][CH2:27][C:28]2[CH:33]=[CH:32][CH:31]=[CH:30][CH:29]=2)=[O:25])[CH3:23])[CH2:15][CH2:14]1)[NH:5][C:6]([O:8][C:9]([CH3:12])([CH3:11])[CH3:10])=[O:7].[OH-].[Na+]. Product: [CH2:27]([O:26][C:24]([N:22]([CH3:23])[CH2:21][C:20]([NH:19][C@H:16]1[CH2:17][CH2:18][C@H:13]([C@H:4]([NH:5][C:6]([O:8][C:9]([CH3:11])([CH3:10])[CH3:12])=[O:7])[C:3]([OH:35])=[O:2])[CH2:14][CH2:15]1)=[O:34])=[O:25])[C:28]1[CH:33]=[CH:32][CH:31]=[CH:30][CH:29]=1. (5) Reactant: Br[C:2]1[CH:7]=[CH:6][C:5]([NH:8][C:9]#[N:10])=[CH:4][C:3]=1[CH3:11].[CH3:12][N:13]1[C:17]([C:18]#[N:19])=[CH:16][CH:15]=[C:14]1B(O)O.C(=O)([O-])[O-].[K+].[K+].C(P(C(C)(C)C)C(C)(C)C)(C)(C)C.[Br-]. Product: [C:18]([C:17]1[N:13]([CH3:12])[C:14]([C:2]2[CH:7]=[CH:6][C:5]([NH:8][C:9]#[N:10])=[CH:4][C:3]=2[CH3:11])=[CH:15][CH:16]=1)#[N:19]. The catalyst class is: 1. (6) Reactant: [H-].[Na+].[Br:3][C:4]1[CH:12]=[C:11]2[C:7]([C:8]([CH2:13][CH3:14])=[N:9][NH:10]2)=[CH:6][CH:5]=1.[CH:15]1(Br)[CH2:19][CH2:18][CH2:17][CH2:16]1.O. Product: [Br:3][C:4]1[CH:12]=[C:11]2[C:7]([C:8]([CH2:13][CH3:14])=[N:9][N:10]2[CH:15]2[CH2:19][CH2:18][CH2:17][CH2:16]2)=[CH:6][CH:5]=1. The catalyst class is: 3. (7) Product: [Cl:7][C:8]1[CH:9]=[C:10]([NH:15][C:16]2[C:25]3[C:20](=[CH:21][C:22]([O:27][CH3:28])=[C:23]([O:26][CH2:30][CH2:31][CH2:32][N:33]4[CH2:38][CH2:37][O:36][CH2:35][CH2:34]4)[CH:24]=3)[N:19]=[CH:18][N:17]=2)[CH:11]=[CH:12][C:13]=1[F:14]. Reactant: C(=O)([O-])[O-].[K+].[K+].[Cl:7][C:8]1[CH:9]=[C:10]([NH:15][C:16]2[C:25]3[C:20](=[CH:21][C:22]([O:27][CH3:28])=[C:23]([OH:26])[CH:24]=3)[N:19]=[CH:18][N:17]=2)[CH:11]=[CH:12][C:13]=1[F:14].Cl[CH2:30][CH2:31][CH2:32][N:33]1[CH2:38][CH2:37][O:36][CH2:35][CH2:34]1. The catalyst class is: 9.